From a dataset of Full USPTO retrosynthesis dataset with 1.9M reactions from patents (1976-2016). Predict the reactants needed to synthesize the given product. (1) Given the product [C:1]([C:3]1[CH:21]=[CH:20][C:6]([C:7]([NH:9][C:10]2[CH:19]=[CH:18][C:13]([C:14]([NH:23][NH2:24])=[O:15])=[CH:12][CH:11]=2)=[O:8])=[CH:5][CH:4]=1)#[N:2], predict the reactants needed to synthesize it. The reactants are: [C:1]([C:3]1[CH:21]=[CH:20][C:6]([C:7]([NH:9][C:10]2[CH:19]=[CH:18][C:13]([C:14](OC)=[O:15])=[CH:12][CH:11]=2)=[O:8])=[CH:5][CH:4]=1)#[N:2].O.[NH2:23][NH2:24]. (2) Given the product [CH:6]([C:5]1[CH:8]=[CH:9][C:2](/[CH:12]=[CH:11]/[C:10]([O:14][CH3:15])=[O:13])=[CH:3][CH:4]=1)=[O:7], predict the reactants needed to synthesize it. The reactants are: Br[C:2]1[CH:9]=[CH:8][C:5]([CH:6]=[O:7])=[CH:4][CH:3]=1.[C:10]([O:14][CH3:15])(=[O:13])[CH:11]=[CH2:12].C1(C)C=CC=CC=1P(C1C=CC=CC=1C)C1C=CC=CC=1C.C(N(CC)CC)C. (3) Given the product [CH3:1][C:2]1[CH:3]=[C:4]([CH:15]=[CH:16][CH:17]=1)[CH2:5][C:6]1[CH:7]=[C:8]([CH2:11][OH:12])[O:9][CH:10]=1, predict the reactants needed to synthesize it. The reactants are: [CH3:1][C:2]1[CH:3]=[C:4]([CH:15]=[CH:16][CH:17]=1)[CH2:5][C:6]1[CH:7]=[C:8]([C:11](OC)=[O:12])[O:9][CH:10]=1.[AlH4-].[Li+].CCOCC.[O-]S([O-])(=O)=O.[Na+].[Na+]. (4) Given the product [C:1]([C:3]1[C:4]([C:20]2[CH:25]=[CH:24][C:23]([Cl:26])=[CH:22][C:21]=2[Cl:27])=[C:5]([C:15]([NH2:33])=[O:17])[S:6][C:7]=1[C:8]1[CH:13]=[CH:12][N:11]=[C:10]([F:14])[CH:9]=1)#[N:2], predict the reactants needed to synthesize it. The reactants are: [C:1]([C:3]1[C:4]([C:20]2[CH:25]=[CH:24][C:23]([Cl:26])=[CH:22][C:21]=2[Cl:27])=[C:5]([C:15]([O:17]CC)=O)[S:6][C:7]=1[C:8]1[CH:13]=[CH:12][N:11]=[C:10]([F:14])[CH:9]=1)#[N:2].[OH-].[Na+].O.Cl.C[N:33](C)CCCN=C=NCC.O.ON1C2C=CC=CC=2N=N1.[OH-].[NH4+]. (5) Given the product [CH:21]12[CH2:20][CH:3]([CH2:4][CH2:5]1)[CH:2]=[C:12]2[C:2]1[C:12]2[O:11][CH2:10][CH2:9][N:8]([C:13]([O:15][C:16]([CH3:19])([CH3:18])[CH3:17])=[O:14])[CH2:7][C:6]=2[CH:5]=[CH:4][CH:3]=1, predict the reactants needed to synthesize it. The reactants are: Br[C:2]1[C:12]2[O:11][CH2:10][CH2:9][N:8]([C:13]([O:15][C:16]([CH3:19])([CH3:18])[CH3:17])=[O:14])[CH2:7][C:6]=2[CH:5]=[CH:4][CH:3]=1.[CH2:20](O)[CH3:21].C(=O)([O-])[O-].[Na+].[Na+].O. (6) Given the product [CH:1]([C:4]1[CH:5]=[CH:6][C:7]([CH2:10][C:11]([N:20]2[CH2:19][CH2:18][C:17]3[C:22](=[C:23]([C:26]4[CH2:31][CH2:30][N:29]([CH3:32])[CH2:28][CH:27]=4)[CH:24]=[CH:25][C:16]=3[O:15][CH3:14])[CH2:21]2)=[O:13])=[CH:8][CH:9]=1)([CH3:2])[CH3:3], predict the reactants needed to synthesize it. The reactants are: [CH:1]([C:4]1[CH:9]=[CH:8][C:7]([CH2:10][C:11]([OH:13])=O)=[CH:6][CH:5]=1)([CH3:3])[CH3:2].[CH3:14][O:15][C:16]1[CH:25]=[CH:24][C:23]([C:26]2[CH2:27][CH2:28][N:29]([CH3:32])[CH2:30][CH:31]=2)=[C:22]2[C:17]=1[CH2:18][CH2:19][NH:20][CH2:21]2.CCN(CC)CC.CN(C(ON1N=NC2C=CC=NC1=2)=[N+](C)C)C.F[P-](F)(F)(F)(F)F. (7) Given the product [OH:28][CH2:27][CH2:26][CH:23]1[CH2:24][CH2:25][N:20]([C:9]2[N:10]=[C:5]([CH2:4][C:3]3[CH:16]=[CH:17][CH:18]=[CH:19][C:2]=3[CH3:1])[NH:6][C:7](=[O:15])[C:8]=2[C:13]#[N:14])[CH2:21][CH2:22]1, predict the reactants needed to synthesize it. The reactants are: [CH3:1][C:2]1[CH:19]=[CH:18][CH:17]=[CH:16][C:3]=1[CH2:4][C:5]1[NH:6][C:7](=[O:15])[C:8]([C:13]#[N:14])=[C:9](SC)[N:10]=1.[NH:20]1[CH2:25][CH2:24][CH:23]([CH2:26][CH2:27][OH:28])[CH2:22][CH2:21]1. (8) Given the product [F:1][C:2]([F:21])([F:22])[C:3]([N:5]([CH:9]1[CH2:18][CH2:17][C:16]2[C:11](=[CH:12][C:13]([OH:19])=[CH:14][CH:15]=2)[CH2:10]1)[CH2:6][CH2:7][CH3:8])=[O:4], predict the reactants needed to synthesize it. The reactants are: [F:1][C:2]([F:22])([F:21])[C:3]([N:5]([CH:9]1[CH2:18][CH2:17][C:16]2[C:11](=[CH:12][C:13]([O:19]C)=[CH:14][CH:15]=2)[CH2:10]1)[CH2:6][CH2:7][CH3:8])=[O:4].B(Cl)(Cl)Cl. (9) Given the product [Cl:13][C:14]1[CH:15]=[C:16]([NH:17][C:2]2[CH:7]=[CH:6][N:5]3[N:8]=[CH:9][C:10]([CH:11]=[O:12])=[C:4]3[N:3]=2)[CH:18]=[CH:19][CH:20]=1, predict the reactants needed to synthesize it. The reactants are: Cl[C:2]1[CH:7]=[CH:6][N:5]2[N:8]=[CH:9][C:10]([CH:11]=[O:12])=[C:4]2[N:3]=1.[Cl:13][C:14]1[CH:15]=[C:16]([CH:18]=[CH:19][CH:20]=1)[NH2:17]. (10) Given the product [NH3:5].[CH3:30][C:31]1[CH:36]=[CH:35][C:34]([CH3:37])=[CH:33][C:32]=1[N:38]1[CH2:39][CH2:40][N:41]([C:1]([O:2][CH2:3][CH2:4][N:5]2[CH2:6][CH2:7][N:8]([CH3:11])[CH2:9][CH2:10]2)=[O:22])[CH2:42][CH2:43]1, predict the reactants needed to synthesize it. The reactants are: [C:1](=[O:22])(OC1C=CC([N+]([O-])=O)=CC=1)[O:2][CH2:3][CH2:4][N:5]1[CH2:10][CH2:9][N:8]([CH3:11])[CH2:7][CH2:6]1.CCN(CC)CC.[CH3:30][C:31]1[CH:36]=[CH:35][C:34]([CH3:37])=[CH:33][C:32]=1[N:38]1[CH2:43][CH2:42][NH:41][CH2:40][CH2:39]1.